Dataset: Catalyst prediction with 721,799 reactions and 888 catalyst types from USPTO. Task: Predict which catalyst facilitates the given reaction. Reactant: [F:1][C:2]1[C:11]([CH2:12][CH2:13][C:14]2[CH:15]=[N:16][C:17]([NH:20][C:21]3[CH:26]=[CH:25][N:24]=[C:23]([CH3:27])[CH:22]=3)=[N:18][CH:19]=2)=[CH:10][C:5]([C:6]([O:8]C)=[O:7])=[CH:4][C:3]=1[O:28][CH3:29].[OH-].[Na+]. Product: [F:1][C:2]1[C:11]([CH2:12][CH2:13][C:14]2[CH:19]=[N:18][C:17]([NH:20][C:21]3[CH:26]=[CH:25][N:24]=[C:23]([CH3:27])[CH:22]=3)=[N:16][CH:15]=2)=[CH:10][C:5]([C:6]([OH:8])=[O:7])=[CH:4][C:3]=1[O:28][CH3:29]. The catalyst class is: 5.